From a dataset of Forward reaction prediction with 1.9M reactions from USPTO patents (1976-2016). Predict the product of the given reaction. (1) Given the reactants Cl[C:2]1[N:7]=[CH:6][N:5]=[C:4]([O:8][C:9]2[CH:15]=[CH:14][C:12]([NH2:13])=[CH:11][CH:10]=2)[CH:3]=1.CCO.[NH3:19], predict the reaction product. The product is: [NH2:13][C:12]1[CH:14]=[CH:15][C:9]([O:8][C:4]2[CH:3]=[C:2]([NH2:19])[N:7]=[CH:6][N:5]=2)=[CH:10][CH:11]=1. (2) Given the reactants [CH3:1][C:2]1[N:3]=[C:4]([NH:11][C:12](=[S:20])OC2C=CC=CC=2)[C:5]([O:9][CH3:10])=[N:6][C:7]=1[CH3:8].[CH3:21][C:22]1[CH:23]=[C:24]([N:29]2[CH2:34][CH2:33][NH:32][CH2:31][CH2:30]2)[CH:25]=[C:26]([CH3:28])[CH:27]=1, predict the reaction product. The product is: [CH3:1][C:2]1[N:3]=[C:4]([NH:11][C:12]([N:32]2[CH2:33][CH2:34][N:29]([C:24]3[CH:25]=[C:26]([CH3:28])[CH:27]=[C:22]([CH3:21])[CH:23]=3)[CH2:30][CH2:31]2)=[S:20])[C:5]([O:9][CH3:10])=[N:6][C:7]=1[CH3:8]. (3) Given the reactants I[C:2]1[C:7](=[O:8])[N:6]([CH3:9])[CH:5]=[C:4]([C:10]2[CH:15]=[CH:14][N:13]=[C:12]([NH:16][C:17](=[O:19])[CH3:18])[CH:11]=2)[C:3]=1[O:20]C.[CH3:22][C:23]([N:27]1[CH2:32][CH2:31][N:30]([S:33]([CH3:36])(=[O:35])=[O:34])[CH2:29][CH2:28]1)([C:25]#[CH:26])[CH3:24], predict the reaction product. The product is: [CH3:9][N:6]1[CH:5]=[C:4]([C:10]2[CH:15]=[CH:14][N:13]=[C:12]([NH:16][C:17](=[O:19])[CH3:18])[CH:11]=2)[C:3]2[O:20][C:25]([C:23]([N:27]3[CH2:28][CH2:29][N:30]([S:33]([CH3:36])(=[O:34])=[O:35])[CH2:31][CH2:32]3)([CH3:22])[CH3:24])=[CH:26][C:2]=2[C:7]1=[O:8]. (4) Given the reactants Br[C:2]1[CH:3]=[CH:4][C:5]2[N:6]([N:8]=[C:9]([NH2:11])[N:10]=2)[CH:7]=1.[CH3:12][S:13]([C:16]1[CH:21]=[CH:20][C:19](B(O)O)=[CH:18][CH:17]=1)(=[O:15])=[O:14], predict the reaction product. The product is: [CH3:12][S:13]([C:16]1[CH:21]=[CH:20][C:19]([C:2]2[CH:3]=[CH:4][C:5]3[N:6]([N:8]=[C:9]([NH2:11])[N:10]=3)[CH:7]=2)=[CH:18][CH:17]=1)(=[O:15])=[O:14]. (5) Given the reactants [CH2:1]([O:5][CH2:6][C:7]1[O:13][C:10]([CH2:11][OH:12])=[CH:9][CH:8]=1)[CH2:2][CH2:3][CH3:4], predict the reaction product. The product is: [C:1]([O:12][CH2:11][C:10]1[O:13][C:7]([CH2:6][O:5][CH2:1][CH2:2][CH2:3][CH3:4])=[CH:8][CH:9]=1)(=[O:5])[CH:2]=[CH2:3].